Dataset: Full USPTO retrosynthesis dataset with 1.9M reactions from patents (1976-2016). Task: Predict the reactants needed to synthesize the given product. Given the product [CH2:20]([N:27]1[CH2:34][CH:33]2[CH2:32][N:31]([C:2]3[C:3]([CH3:19])=[C:4]([CH3:18])[C:5]4[N:6]([CH:8]=[C:9]([C:11]5[CH:16]=[CH:15][C:14]([F:17])=[CH:13][CH:12]=5)[N:10]=4)[N:7]=3)[CH2:30][CH:29]2[CH2:28]1)[C:21]1[CH:22]=[CH:23][CH:24]=[CH:25][CH:26]=1, predict the reactants needed to synthesize it. The reactants are: Cl[C:2]1[C:3]([CH3:19])=[C:4]([CH3:18])[C:5]2[N:6]([CH:8]=[C:9]([C:11]3[CH:16]=[CH:15][C:14]([F:17])=[CH:13][CH:12]=3)[N:10]=2)[N:7]=1.[CH2:20]([N:27]1[CH2:34][CH:33]2[CH:29]([CH2:30][NH:31][CH2:32]2)[CH2:28]1)[C:21]1[CH:26]=[CH:25][CH:24]=[CH:23][CH:22]=1.Cl.